From a dataset of Forward reaction prediction with 1.9M reactions from USPTO patents (1976-2016). Predict the product of the given reaction. (1) Given the reactants C([N:3](C(=O)C1C=CC(O)=CC=1)[C:4]1[CH:9]=[C:8]([O:10][CH3:11])[CH:7]=[CH:6][C:5]=1[CH:12]1[CH2:21][CH2:20][C:19]2[CH:18]=[C:17]([O:22]C(=O)C(C)(C)C)[CH:16]=[CH:15][C:14]=2[CH2:13]1)C.[CH:38]12[CH2:46][CH2:45][CH:42]([CH2:43][CH2:44]1)[CH2:41][N:40]([C:47](=O)[CH2:48]Cl)[CH2:39]2, predict the reaction product. The product is: [CH:38]12[CH2:46][CH2:45][CH:42]([CH2:43][CH2:44]1)[CH2:41][N:40]([CH2:47][CH2:48][O:10][C:8]1[CH:9]=[CH:4][C:5]([CH2:12][CH2:13][CH2:14][NH:3][C:4]3[CH:9]=[C:8]([O:10][CH3:11])[CH:7]=[CH:6][C:5]=3[CH:12]3[CH2:21][CH2:20][C:19]4[CH:18]=[C:17]([OH:22])[CH:16]=[CH:15][C:14]=4[CH2:13]3)=[CH:6][CH:7]=1)[CH2:39]2. (2) Given the reactants [N+]([C:4]1[CH:9]=[CH:8][C:7]([P:10]([Cl:13])([Cl:12])=[O:11])=[CH:6][CH:5]=1)([O-])=O.[N+:14](C1C=C(P(=O)(O)O)C=CC=1)([O-:16])=[O:15], predict the reaction product. The product is: [N+:14]([C:9]1[CH:8]=[C:7]([P:10]([Cl:12])([Cl:13])=[O:11])[CH:6]=[CH:5][CH:4]=1)([O-:16])=[O:15]. (3) The product is: [CH2:24]([O:26][C:27](=[O:47])[C@@H:28]([NH:36][C:37]([O:39][CH2:40][C:41]1[CH:46]=[CH:45][CH:44]=[CH:43][CH:42]=1)=[O:38])[CH2:29][CH2:30][S:31](=[O:33])(=[O:32])[NH2:34])[CH3:25]. Given the reactants C(OC(=O)[C@@H](NC(OCC1C=CC=CC=1)=O)CCS(Cl)(=O)=O)C.[CH2:24]([O:26][C:27](=[O:47])[C@@H:28]([NH:36][C:37]([O:39][CH2:40][C:41]1[CH:46]=[CH:45][CH:44]=[CH:43][CH:42]=1)=[O:38])[CH2:29][CH2:30][S:31]([NH:34]N)(=[O:33])=[O:32])[CH3:25].O.NN, predict the reaction product. (4) Given the reactants [F:1][C:2]1([F:48])[CH2:7][CH2:6][CH:5]([C:8]2[C:17]3[CH:16]([O:18][CH2:19][C:20]4[CH:25]=[CH:24][C:23]([O:26][CH3:27])=[CH:22][CH:21]=4)[CH2:15][C:14]([CH3:29])([CH3:28])[CH2:13][C:12]=3[N:11]=[C:10]([CH:30]3[CH2:35][CH2:34][NH:33][CH2:32][CH2:31]3)[C:9]=2[CH:36]([F:47])[C:37]2[CH:42]=[CH:41][C:40]([C:43]([F:46])([F:45])[F:44])=[CH:39][CH:38]=2)[CH2:4][CH2:3]1.[Br:49][C:50]1[CH:51]=[N:52][C:53](Cl)=[N:54][CH:55]=1.C(N(C(C)C)CC)(C)C.Cl, predict the reaction product. The product is: [Br:49][C:50]1[CH:51]=[N:52][C:53]([N:33]2[CH2:34][CH2:35][CH:30]([C:10]3[C:9]([CH:36]([F:47])[C:37]4[CH:38]=[CH:39][C:40]([C:43]([F:45])([F:46])[F:44])=[CH:41][CH:42]=4)=[C:8]([CH:5]4[CH2:6][CH2:7][C:2]([F:1])([F:48])[CH2:3][CH2:4]4)[C:17]4[CH:16]([O:18][CH2:19][C:20]5[CH:21]=[CH:22][C:23]([O:26][CH3:27])=[CH:24][CH:25]=5)[CH2:15][C:14]([CH3:28])([CH3:29])[CH2:13][C:12]=4[N:11]=3)[CH2:31][CH2:32]2)=[N:54][CH:55]=1. (5) The product is: [NH2:20][C:4]1[C:3]([NH:21][C:28](=[O:29])[CH2:27][CH:22]2[CH2:26][CH2:25][CH2:24][CH2:23]2)=[C:2]([CH3:1])[N:7]=[C:6]([NH:8][CH2:9][C:10]2[CH:11]=[CH:12][C:13]([C:16]([F:18])([F:19])[F:17])=[CH:14][CH:15]=2)[N:5]=1. Given the reactants [CH3:1][C:2]1[N:7]=[C:6]([NH:8][CH2:9][C:10]2[CH:15]=[CH:14][C:13]([C:16]([F:19])([F:18])[F:17])=[CH:12][CH:11]=2)[N:5]=[C:4]([NH2:20])[C:3]=1[NH2:21].[CH:22]1([CH2:27][C:28](Cl)=[O:29])[CH2:26][CH2:25][CH2:24][CH2:23]1, predict the reaction product. (6) The product is: [C:19]([O:18][C:16](=[O:23])[NH:17][C:2]1[CH:7]=[CH:6][N:5]2[N:8]=[C:9]([N:11]([CH:13]3[CH2:15][CH2:14]3)[CH3:12])[N:10]=[C:4]2[CH:3]=1)([CH3:22])([CH3:21])[CH3:20]. Given the reactants Br[C:2]1[CH:7]=[CH:6][N:5]2[N:8]=[C:9]([N:11]([CH:13]3[CH2:15][CH2:14]3)[CH3:12])[N:10]=[C:4]2[CH:3]=1.[C:16](=[O:23])([O:18][C:19]([CH3:22])([CH3:21])[CH3:20])[NH2:17], predict the reaction product.